Dataset: Full USPTO retrosynthesis dataset with 1.9M reactions from patents (1976-2016). Task: Predict the reactants needed to synthesize the given product. Given the product [CH3:32][O:33][C:34](=[O:41])[CH2:35][CH2:36][CH2:37][CH2:38][CH:39]=[C:29]1[CH2:30][CH2:31][CH2:26]1, predict the reactants needed to synthesize it. The reactants are: CC([O-])(C)C.[K+].[Br-].BrCCCC[P+]([C:26]1[CH:31]=[CH:30][CH:29]=CC=1)([C:30]1[CH:29]=CC=[CH:26][CH:31]=1)[C:30]1[CH:29]=CC=[CH:26][CH:31]=1.[CH3:32][O:33][C:34](=[O:41])[CH2:35][CH2:36][CH2:37][CH2:38][CH:39]=O.O.